From a dataset of NCI-60 drug combinations with 297,098 pairs across 59 cell lines. Regression. Given two drug SMILES strings and cell line genomic features, predict the synergy score measuring deviation from expected non-interaction effect. (1) Drug 1: CCC(=C(C1=CC=CC=C1)C2=CC=C(C=C2)OCCN(C)C)C3=CC=CC=C3.C(C(=O)O)C(CC(=O)O)(C(=O)O)O. Drug 2: COCCOC1=C(C=C2C(=C1)C(=NC=N2)NC3=CC=CC(=C3)C#C)OCCOC.Cl. Cell line: TK-10. Synergy scores: CSS=48.6, Synergy_ZIP=5.51, Synergy_Bliss=6.81, Synergy_Loewe=-2.48, Synergy_HSA=11.2. (2) Drug 1: C1=CC=C(C=C1)NC(=O)CCCCCCC(=O)NO. Drug 2: C1CN(CCN1C(=O)CCBr)C(=O)CCBr. Cell line: MCF7. Synergy scores: CSS=44.3, Synergy_ZIP=-3.91, Synergy_Bliss=2.45, Synergy_Loewe=4.94, Synergy_HSA=6.24. (3) Drug 1: C1C(C(OC1N2C=C(C(=O)NC2=O)F)CO)O. Drug 2: C1C(C(OC1N2C=NC3=C2NC=NCC3O)CO)O. Cell line: A549. Synergy scores: CSS=50.9, Synergy_ZIP=0.857, Synergy_Bliss=1.58, Synergy_Loewe=-23.8, Synergy_HSA=2.29. (4) Drug 1: CC1C(C(=O)NC(C(=O)N2CCCC2C(=O)N(CC(=O)N(C(C(=O)O1)C(C)C)C)C)C(C)C)NC(=O)C3=C4C(=C(C=C3)C)OC5=C(C(=O)C(=C(C5=N4)C(=O)NC6C(OC(=O)C(N(C(=O)CN(C(=O)C7CCCN7C(=O)C(NC6=O)C(C)C)C)C)C(C)C)C)N)C. Drug 2: CCN(CC)CCCC(C)NC1=C2C=C(C=CC2=NC3=C1C=CC(=C3)Cl)OC. Cell line: HOP-62. Synergy scores: CSS=12.8, Synergy_ZIP=-5.27, Synergy_Bliss=0.182, Synergy_Loewe=-9.61, Synergy_HSA=-1.03. (5) Drug 1: C1=NC2=C(N=C(N=C2N1C3C(C(C(O3)CO)O)F)Cl)N. Drug 2: C1CN1C2=NC(=NC(=N2)N3CC3)N4CC4. Cell line: NCIH23. Synergy scores: CSS=51.7, Synergy_ZIP=0.734, Synergy_Bliss=2.76, Synergy_Loewe=1.94, Synergy_HSA=2.85.